From a dataset of Catalyst prediction with 721,799 reactions and 888 catalyst types from USPTO. Predict which catalyst facilitates the given reaction. Reactant: Br[C:2]1[C:3]([CH3:26])=[C:4]([C:15]([NH:18][C:19]([O:21][C:22]([CH3:25])([CH3:24])[CH3:23])=[O:20])=[CH:16][CH:17]=1)[C:5]([O:7][CH2:8][C:9]1[CH:14]=[CH:13][CH:12]=[CH:11][CH:10]=1)=[O:6].[CH2:27]([Sn](CCCC)(CCCC)C=C)[CH2:28]CC. Product: [C:22]([O:21][C:19]([NH:18][C:15]1[C:4]([C:5]([O:7][CH2:8][C:9]2[CH:14]=[CH:13][CH:12]=[CH:11][CH:10]=2)=[O:6])=[C:3]([CH3:26])[C:2]([CH:27]=[CH2:28])=[CH:17][CH:16]=1)=[O:20])([CH3:25])([CH3:24])[CH3:23]. The catalyst class is: 455.